Task: Regression. Given two drug SMILES strings and cell line genomic features, predict the synergy score measuring deviation from expected non-interaction effect.. Dataset: NCI-60 drug combinations with 297,098 pairs across 59 cell lines (1) Drug 1: CC12CCC3C(C1CCC2=O)CC(=C)C4=CC(=O)C=CC34C. Drug 2: C1=CC=C(C(=C1)C(C2=CC=C(C=C2)Cl)C(Cl)Cl)Cl. Cell line: RPMI-8226. Synergy scores: CSS=42.7, Synergy_ZIP=7.08, Synergy_Bliss=9.51, Synergy_Loewe=8.05, Synergy_HSA=9.22. (2) Drug 1: C1=C(C(=O)NC(=O)N1)N(CCCl)CCCl. Drug 2: CC1CCC2CC(C(=CC=CC=CC(CC(C(=O)C(C(C(=CC(C(=O)CC(OC(=O)C3CCCCN3C(=O)C(=O)C1(O2)O)C(C)CC4CCC(C(C4)OC)O)C)C)O)OC)C)C)C)OC. Cell line: U251. Synergy scores: CSS=34.6, Synergy_ZIP=-10.6, Synergy_Bliss=-5.97, Synergy_Loewe=-2.60, Synergy_HSA=0.0487. (3) Drug 1: CCC1(CC2CC(C3=C(CCN(C2)C1)C4=CC=CC=C4N3)(C5=C(C=C6C(=C5)C78CCN9C7C(C=CC9)(C(C(C8N6C=O)(C(=O)OC)O)OC(=O)C)CC)OC)C(=O)OC)O.OS(=O)(=O)O. Drug 2: CC(C)NC(=O)C1=CC=C(C=C1)CNNC.Cl. Cell line: HCT-15. Synergy scores: CSS=-2.57, Synergy_ZIP=5.04, Synergy_Bliss=-4.85, Synergy_Loewe=-1.07, Synergy_HSA=-6.00. (4) Synergy scores: CSS=50.9, Synergy_ZIP=-0.583, Synergy_Bliss=1.41, Synergy_Loewe=1.84, Synergy_HSA=4.11. Drug 1: CC1=C2C(C(=O)C3(C(CC4C(C3C(C(C2(C)C)(CC1OC(=O)C(C(C5=CC=CC=C5)NC(=O)OC(C)(C)C)O)O)OC(=O)C6=CC=CC=C6)(CO4)OC(=O)C)OC)C)OC. Drug 2: CC1=C(C(=CC=C1)Cl)NC(=O)C2=CN=C(S2)NC3=CC(=NC(=N3)C)N4CCN(CC4)CCO. Cell line: NCI-H522. (5) Drug 1: CC1=C2C(C(=O)C3(C(CC4C(C3C(C(C2(C)C)(CC1OC(=O)C(C(C5=CC=CC=C5)NC(=O)C6=CC=CC=C6)O)O)OC(=O)C7=CC=CC=C7)(CO4)OC(=O)C)O)C)OC(=O)C. Drug 2: CC1C(C(CC(O1)OC2CC(CC3=C2C(=C4C(=C3O)C(=O)C5=CC=CC=C5C4=O)O)(C(=O)C)O)N)O. Cell line: MOLT-4. Synergy scores: CSS=52.0, Synergy_ZIP=-2.74, Synergy_Bliss=-4.23, Synergy_Loewe=-8.69, Synergy_HSA=-0.487. (6) Drug 1: C1=CC(=CC=C1CCC2=CNC3=C2C(=O)NC(=N3)N)C(=O)NC(CCC(=O)O)C(=O)O. Drug 2: CN1C2=C(C=C(C=C2)N(CCCl)CCCl)N=C1CCCC(=O)O.Cl. Cell line: PC-3. Synergy scores: CSS=31.7, Synergy_ZIP=-2.02, Synergy_Bliss=-6.22, Synergy_Loewe=-24.8, Synergy_HSA=-5.15. (7) Drug 1: COC1=C(C=C2C(=C1)N=CN=C2NC3=CC(=C(C=C3)F)Cl)OCCCN4CCOCC4. Drug 2: CCC1=CC2CC(C3=C(CN(C2)C1)C4=CC=CC=C4N3)(C5=C(C=C6C(=C5)C78CCN9C7C(C=CC9)(C(C(C8N6C)(C(=O)OC)O)OC(=O)C)CC)OC)C(=O)OC.C(C(C(=O)O)O)(C(=O)O)O. Cell line: SF-539. Synergy scores: CSS=70.3, Synergy_ZIP=10.2, Synergy_Bliss=11.4, Synergy_Loewe=12.9, Synergy_HSA=13.9.